From a dataset of Full USPTO retrosynthesis dataset with 1.9M reactions from patents (1976-2016). Predict the reactants needed to synthesize the given product. (1) The reactants are: [OH-].[Na+].C1COCC1.[CH:8]1([CH2:13][CH:14]([C:20]2[CH:25]=[CH:24][C:23]([S:26]([CH:29]3[CH2:31][CH2:30]3)(=[O:28])=[O:27])=[CH:22][CH:21]=2)[C:15]([O:17]CC)=[O:16])[CH2:12][CH2:11][CH2:10][CH2:9]1. Given the product [CH:8]1([CH2:13][CH:14]([C:20]2[CH:25]=[CH:24][C:23]([S:26]([CH:29]3[CH2:31][CH2:30]3)(=[O:27])=[O:28])=[CH:22][CH:21]=2)[C:15]([OH:17])=[O:16])[CH2:9][CH2:10][CH2:11][CH2:12]1, predict the reactants needed to synthesize it. (2) Given the product [Cl:1][C:2]1[CH:10]=[CH:9][CH:8]=[C:7]([CH:11]2[CH2:15][CH2:14][CH2:13][CH2:12]2)[C:3]=1[C:4]([Cl:18])=[O:5], predict the reactants needed to synthesize it. The reactants are: [Cl:1][C:2]1[CH:10]=[CH:9][CH:8]=[C:7]([CH:11]2[CH2:15][CH2:14][CH2:13][CH2:12]2)[C:3]=1[C:4](O)=[O:5].O=S(Cl)[Cl:18]. (3) Given the product [Br:1][C:2]1[C:3]([Cl:9])=[N:4][CH:5]=[CH:6][C:7]=1[C:14]1[CH:15]=[CH:16][C:11]([Cl:10])=[CH:12][CH:13]=1, predict the reactants needed to synthesize it. The reactants are: [Br:1][C:2]1[C:3]([Cl:9])=[N:4][CH:5]=[CH:6][C:7]=1I.[Cl:10][C:11]1[CH:16]=[CH:15][C:14](B(O)O)=[CH:13][CH:12]=1.C([O-])([O-])=O.[Na+].[Na+].CCOC(C)=O. (4) Given the product [Cl:4][C:5]1[CH:6]=[C:7]([C@@H:15]([CH2:26][CH:27]2[CH2:32][CH2:31][C:30](=[N:2][OH:3])[CH2:29][CH2:28]2)[C:16]([NH:18][C:19]2[CH:24]=[CH:23][C:22]([Cl:25])=[CH:21][N:20]=2)=[O:17])[CH:8]=[CH:9][C:10]=1[S:11]([CH3:14])(=[O:13])=[O:12], predict the reactants needed to synthesize it. The reactants are: Cl.[NH2:2][OH:3].[Cl:4][C:5]1[CH:6]=[C:7]([C@@H:15]([CH2:26][CH:27]2[CH2:32][CH2:31][C:30](=O)[CH2:29][CH2:28]2)[C:16]([NH:18][C:19]2[CH:24]=[CH:23][C:22]([Cl:25])=[CH:21][N:20]=2)=[O:17])[CH:8]=[CH:9][C:10]=1[S:11]([CH3:14])(=[O:13])=[O:12]. (5) Given the product [Br:1][C:2]1[CH:3]=[CH:4][C:5]([CH2:8][CH2:9][C:10]([N:13]2[CH2:17][CH2:16][CH2:15][CH2:14]2)=[O:12])=[CH:6][CH:7]=1, predict the reactants needed to synthesize it. The reactants are: [Br:1][C:2]1[CH:7]=[CH:6][C:5]([CH2:8][CH2:9][C:10]([OH:12])=O)=[CH:4][CH:3]=1.[NH:13]1[CH2:17][CH2:16][CH2:15][CH2:14]1. (6) The reactants are: [Cl:1][C:2]1[CH:3]=[N+:4]([O-])[CH:5]=[CH:6][C:7]=1[O:8][CH:9]([CH3:11])[CH3:10].C[Si]([C:17]#[N:18])(C)C.CC#N. Given the product [Cl:1][C:2]1[C:3]([C:17]#[N:18])=[N:4][CH:5]=[CH:6][C:7]=1[O:8][CH:9]([CH3:11])[CH3:10], predict the reactants needed to synthesize it. (7) Given the product [NH2:27][C:26]1[N:40]([C:34]2[CH:39]=[CH:38][CH:37]=[CH:36][CH:35]=2)[N:41]=[C:17]([N:14]2[CH2:15][CH2:16][N:11]([C:9]([NH:8][C:5]3[CH:6]=[CH:7][C:2]([Cl:1])=[CH:3][CH:4]=3)=[O:10])[CH:12]([C:28]3[CH:33]=[CH:32][CH:31]=[CH:30][CH:29]=3)[CH2:13]2)[N:25]=1, predict the reactants needed to synthesize it. The reactants are: [Cl:1][C:2]1[CH:7]=[CH:6][C:5]([NH:8][C:9]([N:11]2[CH2:16][CH2:15][N:14]([C:17](=[N:25][C:26]#[N:27])OC3C=CC=CC=3)[CH2:13][CH:12]2[C:28]2[CH:33]=[CH:32][CH:31]=[CH:30][CH:29]=2)=[O:10])=[CH:4][CH:3]=1.[C:34]1([NH:40][NH2:41])[CH:39]=[CH:38][CH:37]=[CH:36][CH:35]=1.